From a dataset of Peptide-MHC class I binding affinity with 185,985 pairs from IEDB/IMGT. Regression. Given a peptide amino acid sequence and an MHC pseudo amino acid sequence, predict their binding affinity value. This is MHC class I binding data. (1) The peptide sequence is MMLVPLITV. The MHC is HLA-A02:02 with pseudo-sequence HLA-A02:02. The binding affinity (normalized) is 0.578. (2) The peptide sequence is GTFEFTSFF. The binding affinity (normalized) is 0.456. The MHC is HLA-B57:01 with pseudo-sequence HLA-B57:01. (3) The peptide sequence is GTIIVHPNK. The MHC is HLA-A24:03 with pseudo-sequence HLA-A24:03. The binding affinity (normalized) is 0.0847. (4) The peptide sequence is AEMKTDAA. The MHC is HLA-A23:01 with pseudo-sequence HLA-A23:01. The binding affinity (normalized) is 0. (5) The peptide sequence is RRAAVSTLE. The MHC is HLA-A23:01 with pseudo-sequence HLA-A23:01. The binding affinity (normalized) is 0.0847. (6) The peptide sequence is KTKPPLPSVKK. The MHC is HLA-B54:01 with pseudo-sequence HLA-B54:01. The binding affinity (normalized) is 0. (7) The MHC is HLA-B54:01 with pseudo-sequence HLA-B54:01. The binding affinity (normalized) is 0. The peptide sequence is EEMNLPGRW. (8) The peptide sequence is LYRYIQWLR. The MHC is HLA-B27:05 with pseudo-sequence HLA-B27:05. The binding affinity (normalized) is 0.0847. (9) The MHC is HLA-B07:02 with pseudo-sequence HLA-B07:02. The binding affinity (normalized) is 0.297. The peptide sequence is FVRSSNLKF.